From a dataset of Catalyst prediction with 721,799 reactions and 888 catalyst types from USPTO. Predict which catalyst facilitates the given reaction. (1) Reactant: [F:1][C:2]1[CH:7]=[CH:6][C:5]([N:8]2[C:16]3[CH2:15][CH2:14][CH2:13][N:12]([C:17](=[O:32])[CH2:18][N:19]4[C:23]5=[N:24][CH:25]=[CH:26][CH:27]=[C:22]5[C:21]([C:28]([F:31])([F:30])[F:29])=[N:20]4)[C:11]=3[CH:10]=[N:9]2)=[CH:4][CH:3]=1. Product: [F:1][C:2]1[CH:3]=[CH:4][C:5]([N:8]2[C:16]3[CH2:15][CH2:14][CH2:13][N:12]([C:17](=[O:32])[CH2:18][N:19]4[C:23]5[NH:24][CH2:25][CH2:26][CH2:27][C:22]=5[C:21]([C:28]([F:29])([F:31])[F:30])=[N:20]4)[C:11]=3[CH:10]=[N:9]2)=[CH:6][CH:7]=1. The catalyst class is: 458. (2) Reactant: C([C@@H](N[C@H](C(O)=O)C)CCC)(OCC)=O.CCC[C@H](N[C@H](C([N:30]1[C@H:38](C(O)=O)C[C@H:36]2[C@@H:31]1[CH2:32][CH2:33][CH2:34][CH2:35]2)=O)C)C(OCC)=O.C1(C)C=CC(S(O)(=O)=O)=CC=1.C([C@@H]1C[C@H:63]2[C@H:58]([CH2:59][CH2:60][CH2:61][CH2:62]2)[NH:57]1)(O)=O.ON1C2C=CC=CC=2N=N1. Product: [CH:58]1([N:57]=[C:38]=[N:30][CH:31]2[CH2:32][CH2:33][CH2:34][CH2:35][CH2:36]2)[CH2:63][CH2:62][CH2:61][CH2:60][CH2:59]1. The catalyst class is: 66.